The task is: Regression/Classification. Given a drug SMILES string, predict its toxicity properties. Task type varies by dataset: regression for continuous values (e.g., LD50, hERG inhibition percentage) or binary classification for toxic/non-toxic outcomes (e.g., AMES mutagenicity, cardiotoxicity, hepatotoxicity). Dataset: herg_karim.. This data is from hERG potassium channel inhibition data for cardiac toxicity prediction from Karim et al.. The compound is CC1=C2[C@@H]3OC(=O)[C@@H](C)[C@@H]3[C@H](O)C[C@]2(C)C=CC1=O. The result is 0 (non-blocker).